Dataset: Peptide-MHC class II binding affinity with 134,281 pairs from IEDB. Task: Regression. Given a peptide amino acid sequence and an MHC pseudo amino acid sequence, predict their binding affinity value. This is MHC class II binding data. The peptide sequence is KLRSAGELELQFRRV. The MHC is DRB1_1201 with pseudo-sequence DRB1_1201. The binding affinity (normalized) is 0.443.